From a dataset of Forward reaction prediction with 1.9M reactions from USPTO patents (1976-2016). Predict the product of the given reaction. (1) Given the reactants [O:1]1[C:6]2[CH:7]=[CH:8][C:9]([S:11][C:12]3[CH:17]=[CH:16][C:15]([C:18]4[CH:23]=[CH:22][N:21]=[CH:20][CH:19]=4)=[CH:14][C:13]=3[C:24]([F:27])([F:26])[F:25])=[CH:10][C:5]=2[O:4][CH2:3][CH2:2]1.OC1CCNC1.[NH:34]1[CH2:41][CH2:40][CH2:39][C@@H:35]1[C:36]([OH:38])=[O:37], predict the reaction product. The product is: [O:1]1[C:6]2[CH:7]=[CH:8][C:9]([S:11][C:12]3[CH:17]=[CH:16][C:15]([C:18]4[CH:19]=[CH:20][N:21]=[C:22]([N:34]5[CH2:41][CH2:40][CH2:39][CH:35]5[C:36]([OH:38])=[O:37])[CH:23]=4)=[CH:14][C:13]=3[C:24]([F:25])([F:26])[F:27])=[CH:10][C:5]=2[O:4][CH2:3][CH2:2]1. (2) Given the reactants [F:1][C:2]1[CH:7]=[C:6]([F:8])[CH:5]=[CH:4][C:3]=1[C:9]1[C:17]2[C:12](=[CH:13][CH:14]=[C:15]([C:18]3[S:19][C:20](S(C)(=O)=O)=[N:21][N:22]=3)[CH:16]=2)[N:11](S(C2C=CC(C)=CC=2)(=O)=O)[CH:10]=1.[OH-:37].[Na+], predict the reaction product. The product is: [F:1][C:2]1[CH:7]=[C:6]([F:8])[CH:5]=[CH:4][C:3]=1[C:9]1[C:17]2[C:12](=[CH:13][CH:14]=[C:15]([C:18]3[S:19][C:20]([OH:37])=[N:21][N:22]=3)[CH:16]=2)[NH:11][CH:10]=1. (3) Given the reactants S(Br)([Br:3])=O.[O:5]1[CH2:9][CH2:8][O:7][CH:6]1[C:10]1[N:15]=[C:14]([CH2:16]O)[CH:13]=[CH:12][CH:11]=1.[N:18]1[CH:23]=[CH:22][CH:21]=[CH:20][CH:19]=1, predict the reaction product. The product is: [BrH:3].[Br-:3].[O:7]1[CH2:8][CH2:9][O:5][CH:6]1[C:10]1[N:15]=[C:14]([CH2:16][N+:18]2[CH:23]=[CH:22][CH:21]=[CH:20][CH:19]=2)[CH:13]=[CH:12][CH:11]=1. (4) Given the reactants [F:1][C:2]([F:30])([F:29])[C:3]1([CH2:7][N:8]2[CH2:13][CH2:12][CH:11]([CH2:14][O:15][C:16]3[CH:21]=[CH:20][C:19]([C:22]4[CH:27]=[CH:26][C:25]([OH:28])=[CH:24][CH:23]=4)=[CH:18][CH:17]=3)[CH2:10][CH2:9]2)[CH2:6][CH2:5][CH2:4]1.N1C=CC=CC=1.[F:37][C:38]([F:51])([F:50])[S:39](O[S:39]([C:38]([F:51])([F:50])[F:37])(=[O:41])=[O:40])(=[O:41])=[O:40].O, predict the reaction product. The product is: [F:37][C:38]([F:51])([F:50])[S:39]([O:28][C:25]1[CH:26]=[CH:27][C:22]([C:19]2[CH:18]=[CH:17][C:16]([O:15][CH2:14][CH:11]3[CH2:12][CH2:13][N:8]([CH2:7][C:3]4([C:2]([F:29])([F:1])[F:30])[CH2:6][CH2:5][CH2:4]4)[CH2:9][CH2:10]3)=[CH:21][CH:20]=2)=[CH:23][CH:24]=1)(=[O:41])=[O:40].